This data is from Catalyst prediction with 721,799 reactions and 888 catalyst types from USPTO. The task is: Predict which catalyst facilitates the given reaction. (1) Reactant: [CH2:1]([O:8][C:9]([NH:11][CH:12]([CH2:17][C:18]1[C:19]([CH2:28][NH:29][CH2:30][C:31]2[CH:36]=[CH:35][C:34]([O:37][CH3:38])=[CH:33][CH:32]=2)=[C:20]2[C:24](=[C:25]([Cl:27])[CH:26]=1)[NH:23][N:22]=[CH:21]2)[C:13]([O:15]C)=O)=[O:10])[C:2]1[CH:7]=[CH:6][CH:5]=[CH:4][CH:3]=1.C(=O)(O)[O-].[Na+]. Product: [Cl:27][C:25]1[C:24]2[NH:23][N:22]=[CH:21][C:20]=2[C:19]2[CH2:28][N:29]([CH2:30][C:31]3[CH:32]=[CH:33][C:34]([O:37][CH3:38])=[CH:35][CH:36]=3)[C:13](=[O:15])[CH:12]([NH:11][C:9](=[O:10])[O:8][CH2:1][C:2]3[CH:7]=[CH:6][CH:5]=[CH:4][CH:3]=3)[CH2:17][C:18]=2[CH:26]=1. The catalyst class is: 11. (2) Reactant: [CH2:1]([C:4]1[CH2:5][C@@H:6]2[C@H:9]([CH:10]=1)[C@@:8]([CH2:15][C:16]([O:18]C(C)(C)C)=[O:17])([CH2:11][N+:12]([O-])=O)[CH2:7]2)[CH:2]=[CH2:3].[Cl-].[NH4+]. Product: [CH2:1]([C:4]1[CH2:5][C@@H:6]2[C@H:9]([CH:10]=1)[C@@:8]([CH2:15][C:16]([OH:18])=[O:17])([CH2:11][NH2:12])[CH2:7]2)[CH:2]=[CH2:3]. The catalyst class is: 190. (3) Reactant: [Cl:1][C:2]1[N:11]=[C:10]([NH:12][C:13]2[CH:14]=[N:15][C:16]([O:19][CH3:20])=[CH:17][CH:18]=2)[C:9]2[C:4](=[CH:5][CH:6]=[CH:7][CH:8]=2)[N:3]=1.[CH3:21]I.[H-].[Na+]. Product: [Cl:1][C:2]1[N:11]=[C:10]([N:12]([C:13]2[CH:14]=[N:15][C:16]([O:19][CH3:20])=[CH:17][CH:18]=2)[CH3:21])[C:9]2[C:4](=[CH:5][CH:6]=[CH:7][CH:8]=2)[N:3]=1. The catalyst class is: 3. (4) Reactant: [Br:1][C:2]1[CH:3]=[C:4]([S:9](Cl)(=[O:11])=[O:10])[CH:5]=[N:6][C:7]=1[Cl:8].[NH:13]1[CH2:17][CH2:16][CH2:15][CH2:14]1. Product: [Br:1][C:2]1[C:7]([Cl:8])=[N:6][CH:5]=[C:4]([S:9]([N:13]2[CH2:17][CH2:16][CH2:15][CH2:14]2)(=[O:11])=[O:10])[CH:3]=1. The catalyst class is: 4.